This data is from Catalyst prediction with 721,799 reactions and 888 catalyst types from USPTO. The task is: Predict which catalyst facilitates the given reaction. The catalyst class is: 4. Product: [Br:2][C:3]1[CH:4]=[C:5]2[C:10]([NH:11][C@H:12]3[C@@H:16]([CH2:17][CH3:18])[CH2:15][N:14]([C:60]([O:59][C:55]([CH3:58])([CH3:57])[CH3:56])=[O:61])[CH2:13]3)=[C:9]([C:19](=[O:20])[NH2:21])[CH:8]=[N:7][N:6]2[CH:22]=1. Reactant: I.[Br:2][C:3]1[CH:4]=[C:5]2[C:10]([NH:11][C@H:12]3[C@@H:16]([CH2:17][CH3:18])[CH2:15][NH:14][CH2:13]3)=[C:9]([C:19]([NH2:21])=[O:20])[CH:8]=[N:7][N:6]2[CH:22]=1.BrC1C=C2C(Cl)=C(C(N)=O)C=NN2C=1.N[C@H]1[C@@H](CC)CN(C(OCC2C=CC=CC=2)=O)C1.[C:55]([O:59][C:60](O[C:60]([O:59][C:55]([CH3:58])([CH3:57])[CH3:56])=[O:61])=[O:61])([CH3:58])([CH3:57])[CH3:56].C(N(CC)C(C)C)(C)C.